Dataset: Peptide-MHC class II binding affinity with 134,281 pairs from IEDB. Task: Regression. Given a peptide amino acid sequence and an MHC pseudo amino acid sequence, predict their binding affinity value. This is MHC class II binding data. (1) The peptide sequence is QPFPKTVWEQILNTW. The MHC is HLA-DPA10103-DPB10401 with pseudo-sequence HLA-DPA10103-DPB10401. The binding affinity (normalized) is 0.537. (2) The peptide sequence is KVAATAANAAPANDKFTVFE. The MHC is HLA-DQA10101-DQB10501 with pseudo-sequence HLA-DQA10101-DQB10501. The binding affinity (normalized) is 0.127.